From a dataset of Reaction yield outcomes from USPTO patents with 853,638 reactions. Predict the reaction yield, written as a fraction of the theoretical maximum amount of product (1.0 means a 100% yield; for example, 0.34 means a 34% yield). (1) The reactants are [Cl:1][C:2]1[CH:17]=[CH:16][C:5]([O:6][CH2:7][C@H:8]([F:15])[CH2:9]CS([O-])(=O)=O)=[C:4]([C:18]#[N:19])[CH:3]=1.[OH:20][C:21]1[CH:22]=[C:23]([CH2:27][C@H:28]([O:33][CH:34]([CH3:36])[CH3:35])[C:29]([O:31][CH3:32])=[O:30])[CH:24]=[CH:25][CH:26]=1.C(=O)([O-])[O-].[K+].[K+].C(OC)(C)(C)C. The catalyst is CN(C)C=O.O. The product is [Cl:1][C:2]1[CH:17]=[CH:16][C:5]([O:6][CH2:7][C@@H:8]([F:15])[CH2:9][O:20][C:21]2[CH:22]=[C:23]([CH2:27][C@H:28]([O:33][CH:34]([CH3:36])[CH3:35])[C:29]([O:31][CH3:32])=[O:30])[CH:24]=[CH:25][CH:26]=2)=[C:4]([C:18]#[N:19])[CH:3]=1. The yield is 0.820. (2) The reactants are [Cl:1][C:2]1[CH:3]=[C:4]2[C:8](=[CH:9][CH:10]=1)[N:7]([C:11]1[N:15]([CH3:16])[N:14]=[C:13]([CH3:17])[C:12]=1/[CH:18]=[CH:19]/[C:20]([NH:22][S:23]([N:26]1[CH2:31][CH2:30][C:29](=[O:32])[CH2:28][CH2:27]1)(=[O:25])=[O:24])=[O:21])[CH:6]=[CH:5]2.O1CCCC1.CO.[BH4-].[Na+]. The catalyst is O. The product is [Cl:1][C:2]1[CH:3]=[C:4]2[C:8](=[CH:9][CH:10]=1)[N:7]([C:11]1[N:15]([CH3:16])[N:14]=[C:13]([CH3:17])[C:12]=1/[CH:18]=[CH:19]/[C:20]([NH:22][S:23]([N:26]1[CH2:27][CH2:28][CH:29]([OH:32])[CH2:30][CH2:31]1)(=[O:25])=[O:24])=[O:21])[CH:6]=[CH:5]2. The yield is 0.580. (3) The reactants are [Cl:1][CH2:2][C:3]([CH2:5]Cl)=O.[CH3:7][O:8][C:9]1[CH:17]=[CH:16][C:12]([C:13]([NH2:15])=[O:14])=[CH:11][CH:10]=1. The catalyst is C1(C)C=CC=CC=1. The product is [Cl:1][CH2:2][C:3]1[N:15]=[C:13]([C:12]2[CH:16]=[CH:17][C:9]([O:8][CH3:7])=[CH:10][CH:11]=2)[O:14][CH:5]=1. The yield is 0.830. (4) The reactants are [CH3:1][C:2]1[N:3]([S:21]([C:24]2[CH:29]=[CH:28][C:27]([C:30]([F:33])([F:32])[F:31])=[CH:26][CH:25]=2)(=[O:23])=[O:22])[C:4]2[C:9]([C:10]=1[C:11]1[C:20]3[C:15](=[CH:16][CH:17]=[CH:18][CH:19]=3)[CH:14]=[N:13][CH:12]=1)=[CH:8][CH:7]=[CH:6][CH:5]=2.I[CH:35]([CH3:37])[CH3:36].CN(C=[O:42])C. The catalyst is O.CCOC(C)=O. The product is [CH:35]([N:13]1[CH:12]=[C:11]([C:10]2[C:9]3[C:4](=[CH:5][CH:6]=[CH:7][CH:8]=3)[N:3]([S:21]([C:24]3[CH:29]=[CH:28][C:27]([C:30]([F:33])([F:31])[F:32])=[CH:26][CH:25]=3)(=[O:23])=[O:22])[C:2]=2[CH3:1])[C:20]2[C:15](=[CH:16][CH:17]=[CH:18][CH:19]=2)[C:14]1=[O:42])([CH3:37])[CH3:36]. The yield is 0.450. (5) The reactants are [Cl:1][C:2]1[CH:7]=[C:6]([O:8][CH3:9])[CH:5]=[CH:4][C:3]=1[F:10].[I:11]I. The catalyst is C(Cl)(Cl)Cl.FC(F)(F)C([O-])=O.[Ag+]. The product is [Cl:1][C:2]1[CH:7]=[C:6]([O:8][CH3:9])[C:5]([I:11])=[CH:4][C:3]=1[F:10]. The yield is 0.810.